Dataset: Catalyst prediction with 721,799 reactions and 888 catalyst types from USPTO. Task: Predict which catalyst facilitates the given reaction. (1) Reactant: C[N:2]1[C:6](=[O:7])CCC1.[NH2:8][C:9]1[S:10][C:11]([CH3:23])=[CH:12][C:13]=1[C:14]([C:16]1[C:17]([Cl:22])=[N:18][CH:19]=[CH:20][CH:21]=1)=O.NC(N)=O. Product: [Cl:22][C:17]1[C:16]([C:14]2[C:13]3[CH:12]=[C:11]([CH3:23])[S:10][C:9]=3[N:8]=[C:6]([OH:7])[N:2]=2)=[CH:21][CH:20]=[CH:19][N:18]=1. The catalyst class is: 6. (2) Reactant: [CH3:1][O:2][C:3]([C:5]1[S:9][C:8]2[CH:10]=[C:11]([OH:14])[CH:12]=[CH:13][C:7]=2[CH:6]=1)=[O:4].C([O-])([O-])=O.[Cs+].[Cs+].Cl.Cl[C:23]1[S:24][C:25]2[C:26]([N:31]=1)=[N:27][CH:28]=[CH:29][CH:30]=2. Product: [CH3:1][O:2][C:3]([C:5]1[S:9][C:8]2[CH:10]=[C:11]([O:14][C:23]3[S:24][C:25]4[C:26]([N:31]=3)=[N:27][CH:28]=[CH:29][CH:30]=4)[CH:12]=[CH:13][C:7]=2[CH:6]=1)=[O:4]. The catalyst class is: 23.